This data is from Full USPTO retrosynthesis dataset with 1.9M reactions from patents (1976-2016). The task is: Predict the reactants needed to synthesize the given product. (1) The reactants are: C1(P(C2C=CC=CC=2)C2C=CC=CC=2)C=CC=CC=1.CC(OC(/N=N/C(OC(C)C)=O)=O)C.[OH:34][CH2:35][C:36]1[CH:37]=[C:38]([S:42][C:43]2[CH:44]=[CH:45][C:46]([C:49]#[N:50])=[N:47][CH:48]=2)[CH:39]=[CH:40][CH:41]=1.[OH:51][C:52]1[C:57]([CH3:58])=[C:56](O)[CH:55]=[CH:54][C:53]=1[C:60](=[O:62])[CH3:61]. Given the product [C:60]([C:53]1[CH:54]=[CH:55][C:56]([O:34][CH2:35][C:36]2[CH:37]=[C:38]([S:42][C:43]3[CH:44]=[CH:45][C:46]([C:49]#[N:50])=[N:47][CH:48]=3)[CH:39]=[CH:40][CH:41]=2)=[C:57]([CH3:58])[C:52]=1[OH:51])(=[O:62])[CH3:61], predict the reactants needed to synthesize it. (2) Given the product [F:1][C:2]1[CH:3]=[CH:4][C:5]([O:20][CH3:21])=[C:6]([C:8]([CH3:18])([CH3:19])[CH2:9][C:10]([C:13]([F:15])([F:16])[F:14])([OH:17])[CH2:11][NH:22][C:23]2[CH:32]=[CH:31][CH:30]=[C:29]3[C:24]=2[CH:25]=[CH:26][C:27](=[O:33])[NH:28]3)[CH:7]=1, predict the reactants needed to synthesize it. The reactants are: [F:1][C:2]1[CH:3]=[CH:4][C:5]([O:20][CH3:21])=[C:6]([C:8]([CH3:19])([CH3:18])[CH2:9][C:10]([OH:17])([C:13]([F:16])([F:15])[F:14])[CH:11]=O)[CH:7]=1.[NH2:22][C:23]1[CH:32]=[CH:31][CH:30]=[C:29]2[C:24]=1[CH:25]=[CH:26][C:27](=[O:33])[NH:28]2. (3) Given the product [C:32]([O:36][C:37]([N:39]1[CH2:42][CH2:41][C@H:40]1[CH2:43][O:44][C:58]1[CH:59]=[N:60][CH:61]=[C:56]([C@H:54]2[CH2:55][C@@H:53]2[CH2:52][O:45][C:46]2[CH:51]=[CH:50][CH:49]=[CH:48][CH:47]=2)[CH:57]=1)=[O:38])([CH3:35])([CH3:34])[CH3:33], predict the reactants needed to synthesize it. The reactants are: N(C(N1CCCCC1)=O)=NC(N1CCCCC1)=O.C(P(CCCC)CCCC)CCC.[C:32]([O:36][C:37]([N:39]1[CH2:42][CH2:41][C@@H:40]1[CH2:43][OH:44])=[O:38])([CH3:35])([CH3:34])[CH3:33].[O:45]([CH2:52][C@H:53]1[CH2:55][C@@H:54]1[C:56]1[CH:57]=[C:58](O)[CH:59]=[N:60][CH:61]=1)[C:46]1[CH:51]=[CH:50][CH:49]=[CH:48][CH:47]=1. (4) The reactants are: [Br:1][C:2]1[CH:3]=[C:4]2[C:9](=[CH:10][CH:11]=1)[N:8](CC1C=CC(OC)=CC=1)[C:7](=[O:21])[NH:6][C:5]2([CH2:26][NH:27][C:28](=[O:36])[C:29]1[CH:34]=[CH:33][C:32]([F:35])=[CH:31][CH:30]=1)[C:22]([F:25])([F:24])[F:23].[N+]([O-])([O-])=O.[NH4+].[Ce].S(S([O-])=O)([O-])(=O)=O.[Na+].[Na+]. Given the product [Br:1][C:2]1[CH:3]=[C:4]2[C:9](=[CH:10][CH:11]=1)[NH:8][C:7](=[O:21])[NH:6][C:5]2([CH2:26][NH:27][C:28](=[O:36])[C:29]1[CH:30]=[CH:31][C:32]([F:35])=[CH:33][CH:34]=1)[C:22]([F:25])([F:23])[F:24], predict the reactants needed to synthesize it. (5) Given the product [C:29]([Si:33]([CH3:42])([CH3:41])[N:34]1[C@H:37]([CH2:38][O:27][C:24]2[CH:25]=[CH:26][C:21]([C:3]([CH2:4][CH3:5])([C:6]3[CH:11]=[CH:10][C:9]([CH2:12][CH2:13][CH:14]([OH:19])[C:15]([CH3:17])([CH3:18])[CH3:16])=[C:8]([CH3:20])[CH:7]=3)[CH2:1][CH3:2])=[CH:22][C:23]=2[CH3:28])[CH2:36][C:35]1=[O:40])([CH3:30])([CH3:32])[CH3:31], predict the reactants needed to synthesize it. The reactants are: [CH2:1]([C:3]([C:21]1[CH:26]=[CH:25][C:24]([OH:27])=[C:23]([CH3:28])[CH:22]=1)([C:6]1[CH:11]=[CH:10][C:9]([CH2:12][CH2:13][CH:14]([OH:19])[C:15]([CH3:18])([CH3:17])[CH3:16])=[C:8]([CH3:20])[CH:7]=1)[CH2:4][CH3:5])[CH3:2].[C:29]([Si:33]([CH3:42])([CH3:41])[N:34]1[C@H:37]([CH2:38]O)[CH2:36][C:35]1=[O:40])([CH3:32])([CH3:31])[CH3:30].